From a dataset of Reaction yield outcomes from USPTO patents with 853,638 reactions. Predict the reaction yield, written as a fraction of the theoretical maximum amount of product (1.0 means a 100% yield; for example, 0.34 means a 34% yield). The reactants are [Cl:1][C:2]1[CH:7]=[C:6]([C:8]([C:10]2[CH:17]=[CH:16][CH:15]=[C:14]([F:18])[C:11]=2[C:12]#[N:13])=O)[CH:5]=[CH:4][N:3]=1.[CH3:19][C:20]([S:23]([NH2:25])=[O:24])([CH3:22])[CH3:21].CO.C(=O)(O)[O-].[Na+]. The catalyst is C1COCC1. The product is [Cl:1][C:2]1[CH:7]=[C:6]([C:8]([C:10]2[CH:17]=[CH:16][CH:15]=[C:14]([F:18])[C:11]=2[C:12]#[N:13])=[N:25][S:23]([C:20]([CH3:22])([CH3:21])[CH3:19])=[O:24])[CH:5]=[CH:4][N:3]=1. The yield is 0.480.